This data is from Catalyst prediction with 721,799 reactions and 888 catalyst types from USPTO. The task is: Predict which catalyst facilitates the given reaction. (1) Reactant: [F:1][C:2]([F:12])([F:11])[C:3]1[CH:10]=[CH:9][C:6]([CH:7]=O)=[CH:5][CH:4]=1.[CH3:13][C:14]1([CH3:22])[O:21][C:19](=[O:20])[CH2:18][C:16](=[O:17])[O:15]1.CC1NC(C)=C(C(OCC)=O)CC=1C(OCC)=O.N1CCC[C@H]1C(O)=O. Product: [CH3:13][C:14]1([CH3:22])[O:21][C:19](=[O:20])[CH:18]([CH2:7][C:6]2[CH:9]=[CH:10][C:3]([C:2]([F:12])([F:11])[F:1])=[CH:4][CH:5]=2)[C:16](=[O:17])[O:15]1. The catalyst class is: 14. (2) Reactant: [Cl:1][C:2]1[N:9]=[C:8](Cl)[CH:7]=[C:6]([C:11]([F:14])([F:13])[F:12])[C:3]=1[C:4]#[N:5].CCO.CCN(C(C)C)C(C)C.Cl.Cl.[CH3:29][N:30]1[C:34]2[CH:35]=[CH:36][CH:37]=[CH:38][C:33]=2[N:32]=[C:31]1[CH:39]([OH:48])[CH2:40][NH:41][CH:42]1[CH2:47][CH2:46][NH:45][CH2:44][CH2:43]1. Product: [Cl:1][C:2]1[N:9]=[C:8]([N:45]2[CH2:46][CH2:47][CH:42]([NH:41][CH2:40][CH:39]([OH:48])[C:31]3[N:30]([CH3:29])[C:34]4[CH:35]=[CH:36][CH:37]=[CH:38][C:33]=4[N:32]=3)[CH2:43][CH2:44]2)[CH:7]=[C:6]([C:11]([F:14])([F:13])[F:12])[C:3]=1[C:4]#[N:5]. The catalyst class is: 25. (3) Reactant: Br[C:2]1[C:3]([O:22][CH2:23][CH2:24][O:25]C)=[N:4][CH:5]=[C:6]([CH:21]=1)[C:7]([NH:9][C:10]1[CH:15]=[CH:14][C:13]([O:16][C:17]([F:20])([F:19])[F:18])=[CH:12][CH:11]=1)=[O:8].[O:27]1[CH2:32][CH2:31][CH2:30][CH2:29][CH:28]1[N:33]1[C:37](B2OC(C)(C)C(C)(C)O2)=[CH:36][CH:35]=[N:34]1.[O-]P([O-])([O-])=O.[K+].[K+].[K+].C1(C)C=CC=CC=1. Product: [OH:25][CH2:24][CH2:23][O:22][C:3]1[C:2]([C:37]2[N:33]([CH:28]3[CH2:29][CH2:30][CH2:31][CH2:32][O:27]3)[N:34]=[CH:35][CH:36]=2)=[CH:21][C:6]([C:7]([NH:9][C:10]2[CH:11]=[CH:12][C:13]([O:16][C:17]([F:20])([F:18])[F:19])=[CH:14][CH:15]=2)=[O:8])=[CH:5][N:4]=1. The catalyst class is: 694. (4) Reactant: [Cl:1][C:2]1[C:3]([N+:20]([O-:22])=[O:21])=[CH:4][C:5]([CH3:19])=[C:6]([CH:18]=1)[O:7][C:8]1[CH:13]=[CH:12][N:11]=[C:10]2[NH:14][N:15]=[C:16]([I:17])[C:9]=12.CN(C=O)C.C([O-])([O-])=O.[K+].[K+].Cl[CH2:35][C:36]1[CH:41]=[CH:40][C:39]([O:42][CH3:43])=[CH:38][CH:37]=1. Product: [CH3:43][O:42][C:39]1[CH:40]=[CH:41][C:36]([CH2:35][N:14]2[C:10]3=[N:11][CH:12]=[CH:13][C:8]([O:7][C:6]4[CH:18]=[C:2]([Cl:1])[C:3]([N+:20]([O-:22])=[O:21])=[CH:4][C:5]=4[CH3:19])=[C:9]3[C:16]([I:17])=[N:15]2)=[CH:37][CH:38]=1. The catalyst class is: 6. (5) Reactant: [C:1]1([CH2:7][CH2:8][C:9]([NH2:11])=[O:10])[CH:6]=[CH:5][CH:4]=[CH:3][CH:2]=1.[C:12]([O:18][CH2:19][CH2:20]Cl)(=[O:17])[CH2:13][C:14]([CH3:16])=O. Product: [CH3:16][C:14]1[N:11]=[C:9]([CH2:8][CH2:7][C:1]2[CH:6]=[CH:5][CH:4]=[CH:3][CH:2]=2)[O:10][C:13]=1[C:12]([O:18][CH2:19][CH3:20])=[O:17]. The catalyst class is: 6. (6) Reactant: [CH:1]1([N:6]2[C:10]3[N:11]=[C:12]([NH2:15])[N:13]=[CH:14][C:9]=3[C:8]3[CH:16]=[CH:17][N:18]=[CH:19][C:7]2=3)[CH2:5][CH2:4][CH2:3][CH2:2]1.Br[C:21]1[CH:22]=[CH:23][C:24]([N:27]2[CH2:32][CH2:31][CH:30]([N:33]([CH3:35])[CH3:34])[CH2:29][CH2:28]2)=[N:25][CH:26]=1.CC1(C)C2C=CC=C(P(C3C=CC=CC=3)C3C=CC=CC=3)C=2OC2C1=CC=CC=2P(C1C=CC=CC=1)C1C=CC=CC=1.CC(C)([O-])C.[Na+]. Product: [CH:1]1([N:6]2[C:10]3[N:11]=[C:12]([NH:15][C:21]4[CH:26]=[N:25][C:24]([N:27]5[CH2:28][CH2:29][CH:30]([N:33]([CH3:35])[CH3:34])[CH2:31][CH2:32]5)=[CH:23][CH:22]=4)[N:13]=[CH:14][C:9]=3[C:8]3[CH:16]=[CH:17][N:18]=[CH:19][C:7]2=3)[CH2:2][CH2:3][CH2:4][CH2:5]1. The catalyst class is: 102. (7) Reactant: Br[C:2]1[CH:3]=[C:4]2[C:9](=[N:10][CH:11]=1)[N:8]([C:12]([NH2:14])=[O:13])[CH2:7][CH2:6][CH2:5]2.[N:15]1([C:20]([C:22]2[CH:23]=[N:24][CH:25]=[C:26](B3OC(C)(C)C(C)(C)O3)[CH:27]=2)=[O:21])[CH2:19][CH2:18][CH2:17][CH2:16]1.C(=O)([O-])[O-].[Na+].[Na+]. Product: [N:15]1([C:20]([C:22]2[CH:27]=[C:26]([C:2]3[CH:3]=[C:4]4[C:9](=[N:10][CH:11]=3)[N:8]([C:12]([NH2:14])=[O:13])[CH2:7][CH2:6][CH2:5]4)[CH:25]=[N:24][CH:23]=2)=[O:21])[CH2:19][CH2:18][CH2:17][CH2:16]1. The catalyst class is: 12. (8) Reactant: [OH:1][C:2]1[CH:9]=[CH:8][C:5]([CH:6]=[O:7])=[CH:4][C:3]=1[N+:10]([O-:12])=[O:11].C(=O)([O-])[O-].[K+].[K+].Cl.[N:20]1([CH2:26][CH2:27][Cl:28])[CH2:25][CH2:24][CH2:23][CH2:22][CH2:21]1.C(OCC)(=O)C.Cl. Product: [ClH:28].[N+:10]([C:3]1[CH:4]=[C:5]([CH:8]=[CH:9][C:2]=1[O:1][CH2:27][CH2:26][N:20]1[CH2:25][CH2:24][CH2:23][CH2:22][CH2:21]1)[CH:6]=[O:7])([O-:12])=[O:11]. The catalyst class is: 136.